This data is from NCI-60 drug combinations with 297,098 pairs across 59 cell lines. The task is: Regression. Given two drug SMILES strings and cell line genomic features, predict the synergy score measuring deviation from expected non-interaction effect. (1) Drug 1: C1=NC2=C(N1)C(=S)N=C(N2)N. Drug 2: C1C(C(OC1N2C=NC3=C2NC=NCC3O)CO)O. Cell line: M14. Synergy scores: CSS=39.3, Synergy_ZIP=-7.12, Synergy_Bliss=-3.84, Synergy_Loewe=-13.7, Synergy_HSA=-2.91. (2) Drug 2: CN(C)N=NC1=C(NC=N1)C(=O)N. Synergy scores: CSS=-2.19, Synergy_ZIP=-0.843, Synergy_Bliss=-4.62, Synergy_Loewe=-8.06, Synergy_HSA=-5.61. Cell line: TK-10. Drug 1: C1CCN(CC1)CCOC2=CC=C(C=C2)C(=O)C3=C(SC4=C3C=CC(=C4)O)C5=CC=C(C=C5)O. (3) Drug 1: CCCCCOC(=O)NC1=NC(=O)N(C=C1F)C2C(C(C(O2)C)O)O. Drug 2: CS(=O)(=O)OCCCCOS(=O)(=O)C. Cell line: TK-10. Synergy scores: CSS=-3.61, Synergy_ZIP=2.53, Synergy_Bliss=1.50, Synergy_Loewe=-5.51, Synergy_HSA=-4.81. (4) Drug 1: CCC(=C(C1=CC=CC=C1)C2=CC=C(C=C2)OCCN(C)C)C3=CC=CC=C3.C(C(=O)O)C(CC(=O)O)(C(=O)O)O. Drug 2: CC1CCC2CC(C(=CC=CC=CC(CC(C(=O)C(C(C(=CC(C(=O)CC(OC(=O)C3CCCCN3C(=O)C(=O)C1(O2)O)C(C)CC4CCC(C(C4)OC)OCCO)C)C)O)OC)C)C)C)OC. Cell line: T-47D. Synergy scores: CSS=24.4, Synergy_ZIP=1.82, Synergy_Bliss=6.78, Synergy_Loewe=3.32, Synergy_HSA=8.48. (5) Cell line: A498. Synergy scores: CSS=17.1, Synergy_ZIP=3.24, Synergy_Bliss=3.11, Synergy_Loewe=1.25, Synergy_HSA=1.49. Drug 1: CC12CCC3C(C1CCC2=O)CC(=C)C4=CC(=O)C=CC34C. Drug 2: CCC1(CC2CC(C3=C(CCN(C2)C1)C4=CC=CC=C4N3)(C5=C(C=C6C(=C5)C78CCN9C7C(C=CC9)(C(C(C8N6C=O)(C(=O)OC)O)OC(=O)C)CC)OC)C(=O)OC)O.OS(=O)(=O)O. (6) Drug 1: CS(=O)(=O)C1=CC(=C(C=C1)C(=O)NC2=CC(=C(C=C2)Cl)C3=CC=CC=N3)Cl. Drug 2: CN1C(=O)N2C=NC(=C2N=N1)C(=O)N. Cell line: T-47D. Synergy scores: CSS=-2.59, Synergy_ZIP=-0.354, Synergy_Bliss=-0.596, Synergy_Loewe=-12.5, Synergy_HSA=-4.75. (7) Drug 1: CC1CCC2CC(C(=CC=CC=CC(CC(C(=O)C(C(C(=CC(C(=O)CC(OC(=O)C3CCCCN3C(=O)C(=O)C1(O2)O)C(C)CC4CCC(C(C4)OC)O)C)C)O)OC)C)C)C)OC. Drug 2: CC1C(C(CC(O1)OC2CC(CC3=C2C(=C4C(=C3O)C(=O)C5=CC=CC=C5C4=O)O)(C(=O)C)O)N)O. Cell line: SF-539. Synergy scores: CSS=59.1, Synergy_ZIP=17.7, Synergy_Bliss=16.5, Synergy_Loewe=19.4, Synergy_HSA=18.4. (8) Drug 1: C1=NC2=C(N1)C(=S)N=CN2. Drug 2: C1CN(CCN1C(=O)CCBr)C(=O)CCBr. Cell line: MDA-MB-435. Synergy scores: CSS=50.9, Synergy_ZIP=-0.841, Synergy_Bliss=0.477, Synergy_Loewe=-38.5, Synergy_HSA=0.303.